From a dataset of Forward reaction prediction with 1.9M reactions from USPTO patents (1976-2016). Predict the product of the given reaction. (1) Given the reactants [OH:1][C@H:2]1[CH2:6][N:5]([C:7](=[O:20])[C@@H:8]([NH:12][C:13](=O)[O:14]C(C)(C)C)[CH:9]([CH3:11])[CH3:10])[C@H:4]([C:21](=[O:36])[NH:22][CH2:23][C:24]2[CH:29]=[CH:28][C:27]([C:30]3[S:34][CH:33]=[N:32][C:31]=3[CH3:35])=[CH:26][CH:25]=2)[CH2:3]1.Cl.[CH2:38](N(CC)CC)C.C(OC(=O)C)(=O)C, predict the reaction product. The product is: [C:13]([NH:12][C@@H:8]([CH:9]([CH3:10])[CH3:11])[C:7]([N:5]1[CH2:6][C@H:2]([OH:1])[CH2:3][C@H:4]1[C:21]([NH:22][CH2:23][C:24]1[CH:25]=[CH:26][C:27]([C:30]2[S:34][CH:33]=[N:32][C:31]=2[CH3:35])=[CH:28][CH:29]=1)=[O:36])=[O:20])(=[O:14])[CH3:38]. (2) Given the reactants CC1(C)[O:6][C@H:5]([CH2:7][O:8][C:9]2[CH:14]=[CH:13][C:12]([C:15]([C:20]3[CH:25]=[CH:24][C:23]([C:26]#[C:27][C:28]([C:34]([F:37])([F:36])[F:35])([OH:33])[C:29]([F:32])([F:31])[F:30])=[C:22]([CH3:38])[CH:21]=3)([CH2:18][CH3:19])[CH2:16][CH3:17])=[CH:11][C:10]=2[CH3:39])[CH2:4][O:3]1.Cl.O, predict the reaction product. The product is: [CH2:16]([C:15]([C:12]1[CH:13]=[CH:14][C:9]([O:8][CH2:7][C@@H:5]([OH:6])[CH2:4][OH:3])=[C:10]([CH3:39])[CH:11]=1)([C:20]1[CH:25]=[CH:24][C:23]([C:26]#[C:27][C:28]([OH:33])([C:34]([F:35])([F:36])[F:37])[C:29]([F:32])([F:31])[F:30])=[C:22]([CH3:38])[CH:21]=1)[CH2:18][CH3:19])[CH3:17].